From a dataset of Catalyst prediction with 721,799 reactions and 888 catalyst types from USPTO. Predict which catalyst facilitates the given reaction. (1) Reactant: [O:1]=[C:2]1[CH2:7][CH2:6][CH2:5][CH:4]([NH:8][C:9](=[O:15])[O:10][C:11]([CH3:14])([CH3:13])[CH3:12])[CH2:3]1.[F:16][C:17]1[CH:25]=[CH:24][CH:23]=[CH:22][C:18]=1[CH2:19][Mg]Br.[NH4+].[Cl-]. Product: [F:16][C:17]1[CH:25]=[CH:24][CH:23]=[CH:22][C:18]=1[CH2:19][C:2]1([OH:1])[CH2:7][CH2:6][CH2:5][CH:4]([NH:8][C:9](=[O:15])[O:10][C:11]([CH3:12])([CH3:14])[CH3:13])[CH2:3]1. The catalyst class is: 27. (2) Reactant: [Br:1][C:2]1[CH:7]=[CH:6][C:5]([C@H:8]2[CH2:10][C@@H:9]2[CH:11]=[CH2:12])=[CH:4][CH:3]=1.BrC1C=CC([C@H]2C[C@@H]2C[OH:24])=CC=1. Product: [Br:1][C:2]1[CH:7]=[CH:6][C:5]([C@@H:8]2[CH2:10][C@H:9]2[CH2:11][CH2:12][OH:24])=[CH:4][CH:3]=1. The catalyst class is: 195.